Dataset: Reaction yield outcomes from USPTO patents with 853,638 reactions. Task: Predict the reaction yield, written as a fraction of the theoretical maximum amount of product (1.0 means a 100% yield; for example, 0.34 means a 34% yield). (1) The reactants are Br[C:2]1[CH:3]=[C:4]([O:8][CH3:9])[CH:5]=[N:6][CH:7]=1.BrC1C=CC(Br)=CN=1.C[O-].[Na+].[C:21]([O-])(O)=[O:22].[Na+]. The catalyst is CO. The product is [CH3:9][O:8][C:4]1[CH:3]=[C:2]([CH:21]=[O:22])[CH:7]=[N:6][CH:5]=1. The yield is 0.610. (2) The reactants are [Cl-].[F:2][C:3]1[C:12]2[C:7](=[CH:8][CH:9]=[CH:10][CH:11]=2)[CH:6]=[CH:5][C:4]=1[O:13][CH2:14][CH2:15][NH3+:16].[Cl:17][C:18]1[O:22][C:21]([CH:23]=O)=[CH:20][CH:19]=1. No catalyst specified. The product is [Cl:17][C:18]1[O:22][C:21]([CH2:23][NH:16][CH2:15][CH2:14][O:13][C:4]2[CH:5]=[CH:6][C:7]3[C:12](=[CH:11][CH:10]=[CH:9][CH:8]=3)[C:3]=2[F:2])=[CH:20][CH:19]=1. The yield is 0.700. (3) The yield is 0.460. The product is [CH3:1][N:2]1[C:6]([CH3:7])=[CH:5][C:4]([NH:8][C:9]2[N:14]=[C:13]([NH:15][CH:16]3[CH2:21][CH2:20][NH:19][CH2:18][CH:17]3[CH2:29][CH3:30])[CH:12]=[CH:11][N:10]=2)=[N:3]1. The reactants are [CH3:1][N:2]1[C:6]([CH3:7])=[CH:5][C:4]([NH:8][C:9]2[N:14]=[C:13]([NH:15][CH:16]3[CH2:21][CH2:20][N:19](C(OC(C)(C)C)=O)[CH2:18][CH:17]3[CH2:29][CH3:30])[CH:12]=[CH:11][N:10]=2)=[N:3]1.Cl.CCOC(C)=O. The catalyst is C(Cl)Cl. (4) The reactants are [Cl:1][C:2]1[CH:11]=[N:10][C:9]2[N:8]=[C:7](O)[N:6]3[N:13]=[C:14]([CH2:16][O:17][CH3:18])[N:15]=[C:5]3[C:4]=2[CH:3]=1.O=P(Cl)(Cl)[Cl:21].CCN(C(C)C)C(C)C. No catalyst specified. The product is [Cl:21][C:7]1[N:6]2[N:13]=[C:14]([CH2:16][O:17][CH3:18])[N:15]=[C:5]2[C:4]2[CH:3]=[C:2]([Cl:1])[CH:11]=[N:10][C:9]=2[N:8]=1. The yield is 0.610.